The task is: Regression. Given a peptide amino acid sequence and an MHC pseudo amino acid sequence, predict their binding affinity value. This is MHC class I binding data.. This data is from Peptide-MHC class I binding affinity with 185,985 pairs from IEDB/IMGT. The peptide sequence is FQTKGLGISY. The MHC is HLA-B40:01 with pseudo-sequence HLA-B40:01. The binding affinity (normalized) is 0.